Dataset: Peptide-MHC class II binding affinity with 134,281 pairs from IEDB. Task: Regression. Given a peptide amino acid sequence and an MHC pseudo amino acid sequence, predict their binding affinity value. This is MHC class II binding data. (1) The peptide sequence is FEAMYLGTCQTLTPM. The MHC is DRB1_0901 with pseudo-sequence DRB1_0901. The binding affinity (normalized) is 0.530. (2) The peptide sequence is EITGIMKDLDEPGHL. The MHC is DRB1_0701 with pseudo-sequence DRB1_0701. The binding affinity (normalized) is 0.0653. (3) The peptide sequence is EFVKIVQKRGIVKENI. The MHC is DRB1_0405 with pseudo-sequence DRB1_0405. The binding affinity (normalized) is 0.369. (4) The peptide sequence is AYGIPKVPPGPNITA. The MHC is DRB3_0101 with pseudo-sequence DRB3_0101. The binding affinity (normalized) is 0. (5) The peptide sequence is AAGAATTAAGAASGA. The MHC is HLA-DQA10401-DQB10402 with pseudo-sequence HLA-DQA10401-DQB10402. The binding affinity (normalized) is 0.192. (6) The peptide sequence is PNTDGIHIGDSSKVT. The MHC is DRB3_0101 with pseudo-sequence DRB3_0101. The binding affinity (normalized) is 0.282.